Dataset: NCI-60 drug combinations with 297,098 pairs across 59 cell lines. Task: Regression. Given two drug SMILES strings and cell line genomic features, predict the synergy score measuring deviation from expected non-interaction effect. (1) Drug 2: CS(=O)(=O)OCCCCOS(=O)(=O)C. Cell line: HCC-2998. Synergy scores: CSS=6.30, Synergy_ZIP=-0.942, Synergy_Bliss=1.60, Synergy_Loewe=-0.0256, Synergy_HSA=0.580. Drug 1: CC12CCC3C(C1CCC2O)C(CC4=C3C=CC(=C4)O)CCCCCCCCCS(=O)CCCC(C(F)(F)F)(F)F. (2) Drug 1: CCCCC(=O)OCC(=O)C1(CC(C2=C(C1)C(=C3C(=C2O)C(=O)C4=C(C3=O)C=CC=C4OC)O)OC5CC(C(C(O5)C)O)NC(=O)C(F)(F)F)O. Drug 2: C1=CN(C=N1)CC(O)(P(=O)(O)O)P(=O)(O)O. Cell line: KM12. Synergy scores: CSS=49.0, Synergy_ZIP=7.13, Synergy_Bliss=0.721, Synergy_Loewe=-5.57, Synergy_HSA=0.0809. (3) Drug 1: CN1C(=O)N2C=NC(=C2N=N1)C(=O)N. Drug 2: CCN(CC)CCCC(C)NC1=C2C=C(C=CC2=NC3=C1C=CC(=C3)Cl)OC. Cell line: DU-145. Synergy scores: CSS=6.36, Synergy_ZIP=-0.519, Synergy_Bliss=0.539, Synergy_Loewe=-15.0, Synergy_HSA=0.199. (4) Drug 1: CC12CCC3C(C1CCC2=O)CC(=C)C4=CC(=O)C=CC34C. Drug 2: CN1C2=C(C=C(C=C2)N(CCCl)CCCl)N=C1CCCC(=O)O.Cl. Cell line: DU-145. Synergy scores: CSS=36.1, Synergy_ZIP=2.63, Synergy_Bliss=4.26, Synergy_Loewe=2.56, Synergy_HSA=1.97. (5) Cell line: SF-268. Drug 1: CC1CCC2CC(C(=CC=CC=CC(CC(C(=O)C(C(C(=CC(C(=O)CC(OC(=O)C3CCCCN3C(=O)C(=O)C1(O2)O)C(C)CC4CCC(C(C4)OC)OCCO)C)C)O)OC)C)C)C)OC. Drug 2: CC1C(C(CC(O1)OC2CC(CC3=C2C(=C4C(=C3O)C(=O)C5=C(C4=O)C(=CC=C5)OC)O)(C(=O)CO)O)N)O.Cl. Synergy scores: CSS=36.5, Synergy_ZIP=-1.40, Synergy_Bliss=1.80, Synergy_Loewe=3.20, Synergy_HSA=5.88. (6) Drug 1: C1CC(=O)NC(=O)C1N2CC3=C(C2=O)C=CC=C3N. Cell line: U251. Drug 2: CCC1(C2=C(COC1=O)C(=O)N3CC4=CC5=C(C=CC(=C5CN(C)C)O)N=C4C3=C2)O.Cl. Synergy scores: CSS=43.1, Synergy_ZIP=-1.02, Synergy_Bliss=1.20, Synergy_Loewe=-32.4, Synergy_HSA=3.20. (7) Drug 1: C1CC(=O)NC(=O)C1N2CC3=C(C2=O)C=CC=C3N. Drug 2: CS(=O)(=O)CCNCC1=CC=C(O1)C2=CC3=C(C=C2)N=CN=C3NC4=CC(=C(C=C4)OCC5=CC(=CC=C5)F)Cl. Cell line: KM12. Synergy scores: CSS=-7.64, Synergy_ZIP=-1.51, Synergy_Bliss=-7.76, Synergy_Loewe=-8.95, Synergy_HSA=-9.42.